Dataset: Full USPTO retrosynthesis dataset with 1.9M reactions from patents (1976-2016). Task: Predict the reactants needed to synthesize the given product. (1) Given the product [CH3:26][NH:29][C:14](=[O:16])[C:9]1[CH:10]=[CH:11][CH:12]=[CH:13][C:8]=1[CH2:7][C:1]1[CH:6]=[CH:5][CH:4]=[CH:3][CH:2]=1, predict the reactants needed to synthesize it. The reactants are: [C:1]1([CH2:7][C:8]2[C:9]([C:14]([OH:16])=O)=[CH:10][CH:11]=[CH:12][CH:13]=2)[CH:6]=[CH:5][CH:4]=[CH:3][CH:2]=1.C(Cl)(=O)C(Cl)=O.Cl.CN.[CH:26]([N:29](CC)C(C)C)(C)C.C(=O)(O)[O-].[Na+]. (2) Given the product [CH2:23]([N:30]1[CH:34]=[C:33]([C:35]([O:37][CH2:38][CH3:39])=[O:36])[C:32]([O:40][CH2:21][C:19]2[CH:18]=[CH:17][C:3]([O:4][CH2:5][C:6]3[N:7]=[C:8]([C:12]4[O:13][CH:14]=[CH:15][CH:16]=4)[O:9][C:10]=3[CH3:11])=[C:2]([Cl:1])[CH:20]=2)=[N:31]1)[C:24]1[CH:25]=[CH:26][CH:27]=[CH:28][CH:29]=1, predict the reactants needed to synthesize it. The reactants are: [Cl:1][C:2]1[CH:20]=[C:19]([CH2:21]Cl)[CH:18]=[CH:17][C:3]=1[O:4][CH2:5][C:6]1[N:7]=[C:8]([C:12]2[O:13][CH:14]=[CH:15][CH:16]=2)[O:9][C:10]=1[CH3:11].[CH2:23]([N:30]1[CH:34]=[C:33]([C:35]([O:37][CH2:38][CH3:39])=[O:36])[C:32]([OH:40])=[N:31]1)[C:24]1[CH:29]=[CH:28][CH:27]=[CH:26][CH:25]=1.C(=O)([O-])[O-].[K+].[K+].CN(C)C=O. (3) Given the product [C:15]([O:14][C:12](=[O:13])[NH:11][CH2:10][C:7]1[O:8][CH:9]=[C:5]([CH2:3][OH:2])[N:6]=1)([CH3:18])([CH3:16])[CH3:17], predict the reactants needed to synthesize it. The reactants are: C[O:2][C:3]([C:5]1[N:6]=[C:7]([CH2:10][NH:11][C:12]([O:14][C:15]([CH3:18])([CH3:17])[CH3:16])=[O:13])[O:8][CH:9]=1)=O.CC(C[AlH]CC(C)C)C.C(C(C(C([O-])=O)O)O)([O-])=O.[K+].[Na+]. (4) Given the product [CH3:27][O:28][C:29]1[CH:30]=[C:31]([S:37]([N:40]2[CH:44]=[CH:43][C:42]([CH2:45][CH2:46][CH2:47][CH2:48][CH2:49][I:1])=[CH:41]2)(=[O:39])=[O:38])[CH:32]=[CH:33][C:34]=1[O:35][CH3:36], predict the reactants needed to synthesize it. The reactants are: [I:1]I.C1C=CC(P(C2C=CC=CC=2)C2C=CC=CC=2)=CC=1.N1C=CN=C1.[CH3:27][O:28][C:29]1[CH:30]=[C:31]([S:37]([N:40]2[CH:44]=[CH:43][C:42]([CH2:45][CH2:46][CH2:47][CH2:48][CH2:49]O)=[CH:41]2)(=[O:39])=[O:38])[CH:32]=[CH:33][C:34]=1[O:35][CH3:36]. (5) Given the product [CH2:1]([O:8][C:9]([N:11]1[CH2:20][CH2:19][C:18]2[C:13](=[CH:14][C:15]([NH:21][C:23]3[N:24]=[C:25]([Cl:35])[CH:26]=[C:27]([N:29]4[CH2:34][CH2:33][O:32][CH2:31][CH2:30]4)[N:28]=3)=[CH:16][CH:17]=2)[CH2:12]1)=[O:10])[C:2]1[CH:7]=[CH:6][CH:5]=[CH:4][CH:3]=1, predict the reactants needed to synthesize it. The reactants are: [CH2:1]([O:8][C:9]([N:11]1[CH2:20][CH2:19][C:18]2[C:13](=[CH:14][C:15]([NH2:21])=[CH:16][CH:17]=2)[CH2:12]1)=[O:10])[C:2]1[CH:7]=[CH:6][CH:5]=[CH:4][CH:3]=1.Cl[C:23]1[N:28]=[C:27]([N:29]2[CH2:34][CH2:33][O:32][CH2:31][CH2:30]2)[CH:26]=[C:25]([Cl:35])[N:24]=1. (6) Given the product [CH2:17]([C:8]1[S:7][C:6]([NH:5][C:3](=[O:4])[C:2]([NH:1][S:33]([C:30]2[CH:31]=[CH:32][C:27]([F:26])=[CH:28][CH:29]=2)(=[O:35])=[O:34])([CH3:25])[CH3:24])=[N:10][C:9]=1[C:11]1[CH:16]=[CH:15][CH:14]=[CH:13][CH:12]=1)[C:18]1[CH:23]=[CH:22][CH:21]=[CH:20][CH:19]=1, predict the reactants needed to synthesize it. The reactants are: [NH2:1][C:2]([CH3:25])([CH3:24])[C:3]([NH:5][C:6]1[S:7][C:8]([CH2:17][C:18]2[CH:23]=[CH:22][CH:21]=[CH:20][CH:19]=2)=[C:9]([C:11]2[CH:16]=[CH:15][CH:14]=[CH:13][CH:12]=2)[N:10]=1)=[O:4].[F:26][C:27]1[CH:32]=[CH:31][C:30]([S:33](Cl)(=[O:35])=[O:34])=[CH:29][CH:28]=1.C(N(CC)CC)C. (7) Given the product [ClH:26].[Cl:26][C:16]1[C:15]2[C:20](=[CH:21][C:12]([S:9]([NH:8][C@@H:7]([C:6]([OH:35])=[O:5])[CH2:27][C:28]([OH:30])=[O:29])(=[O:11])=[O:10])=[CH:13][CH:14]=2)[C:19]([NH:22][C:23]([NH2:25])=[NH:24])=[N:18][CH:17]=1, predict the reactants needed to synthesize it. The reactants are: C([O:5][C:6](=[O:35])[C@@H:7]([CH2:27][C:28]([O:30]C(C)(C)C)=[O:29])[NH:8][S:9]([C:12]1[CH:21]=[C:20]2[C:15]([C:16]([Cl:26])=[CH:17][N:18]=[C:19]2[NH:22][C:23]([NH2:25])=[NH:24])=[CH:14][CH:13]=1)(=[O:11])=[O:10])(C)(C)C.CCOCC.